Dataset: Full USPTO retrosynthesis dataset with 1.9M reactions from patents (1976-2016). Task: Predict the reactants needed to synthesize the given product. (1) Given the product [C:15]([O:14][C:12]([N:19]1[CH2:24][CH2:23][C:22]([OH:25])([C:7]2[S:8][CH:9]=[CH:10][N:11]=2)[CH2:21][CH2:20]1)=[O:13])([CH3:18])([CH3:16])[CH3:17], predict the reactants needed to synthesize it. The reactants are: [Li]CCCC.Br[C:7]1[S:8][CH:9]=[CH:10][N:11]=1.[C:12]([N:19]1[CH2:24][CH2:23][C:22](=[O:25])[CH2:21][CH2:20]1)([O:14][C:15]([CH3:18])([CH3:17])[CH3:16])=[O:13]. (2) Given the product [CH3:27][C:28]([CH3:33])([CH3:32])[C:29]([NH:19][C:16]1[CH:15]=[CH:14][C:13]2[C:18](=[C:9]([O:8][CH:2]([CH3:1])[CH2:3][C:4]([CH3:7])([CH3:6])[CH3:5])[CH:10]=[CH:11][CH:12]=2)[N:17]=1)=[O:30], predict the reactants needed to synthesize it. The reactants are: [CH3:1][CH:2]([O:8][C:9]1[CH:10]=[CH:11][CH:12]=[C:13]2[C:18]=1[N:17]=[C:16]([NH2:19])[CH:15]=[CH:14]2)[CH2:3][C:4]([CH3:7])([CH3:6])[CH3:5].CCN(CC)CC.[CH3:27][C:28]([CH3:33])([CH3:32])[C:29](Cl)=[O:30].